From a dataset of Forward reaction prediction with 1.9M reactions from USPTO patents (1976-2016). Predict the product of the given reaction. (1) The product is: [CH2:15]([C:17]1[N:18]([CH2:30][CH2:31][CH2:32][C:33]#[CH:3])[C:19]2[C:28]3[CH:27]=[CH:26][CH:25]=[CH:24][C:23]=3[N:22]=[CH:21][C:20]=2[N:29]=1)[CH3:16]. Given the reactants [N+](=[C:3](P(=O)(OCC)OCC)C(=O)C)=[N-].[CH2:15]([C:17]1[N:18]([CH2:30][CH2:31][CH2:32][CH:33]=O)[C:19]2[C:28]3[CH:27]=[CH:26][CH:25]=[CH:24][C:23]=3[N:22]=[CH:21][C:20]=2[N:29]=1)[CH3:16].C(=O)([O-])[O-].[K+].[K+], predict the reaction product. (2) Given the reactants Br[C:2]1[CH:3]=[N:4][N:5]2[CH:10]=[C:9]([C:11]3[CH:16]=[CH:15][CH:14]=[CH:13][CH:12]=3)[C:8]([C:17]3[CH:24]=[CH:23][C:20]([CH:21]=[O:22])=[CH:19][CH:18]=3)=[N:7][C:6]=12.[CH3:25]B(O)O.[O-]P([O-])([O-])=O.[K+].[K+].[K+].COC1C=CC=C(OC)C=1C1C=CC=CC=1P(C1CCCCC1)C1CCCCC1, predict the reaction product. The product is: [CH3:25][C:2]1[CH:3]=[N:4][N:5]2[CH:10]=[C:9]([C:11]3[CH:16]=[CH:15][CH:14]=[CH:13][CH:12]=3)[C:8]([C:17]3[CH:24]=[CH:23][C:20]([CH:21]=[O:22])=[CH:19][CH:18]=3)=[N:7][C:6]=12. (3) Given the reactants [CH3:1][C:2]1[C:7]([CH2:8][S+:9]([O-:19])[C:10]2[N-:11][C:12]3[CH:13]=[CH:14][CH:15]=[CH:16][C:17]=3[N:18]=2)=[N:6][CH:5]=[CH:4][C:3]=1[O:20][CH2:21][CH2:22][CH2:23][O:24][CH3:25].[Na+].[Cl-].[Ca+2:28].[Cl-], predict the reaction product. The product is: [CH3:1][C:2]1[C:7]([CH2:8][S+:9]([O-:19])[C:10]2[NH:11][C:12]3[CH:13]=[CH:14][CH:15]=[CH:16][C:17]=3[N:18]=2)=[N:6][CH:5]=[CH:4][C:3]=1[O:20][CH2:21][CH2:22][CH2:23][O:24][CH3:25].[Ca:28].